This data is from Peptide-MHC class I binding affinity with 185,985 pairs from IEDB/IMGT. The task is: Regression. Given a peptide amino acid sequence and an MHC pseudo amino acid sequence, predict their binding affinity value. This is MHC class I binding data. (1) The peptide sequence is GTVPTDNPF. The MHC is HLA-A68:02 with pseudo-sequence HLA-A68:02. The binding affinity (normalized) is 0.0847. (2) The peptide sequence is KFMAILQHH. The MHC is HLA-A03:01 with pseudo-sequence HLA-A03:01. The binding affinity (normalized) is 0. (3) The peptide sequence is RENHTEGLL. The MHC is HLA-B40:01 with pseudo-sequence HLA-B40:01. The binding affinity (normalized) is 1.00.